This data is from Forward reaction prediction with 1.9M reactions from USPTO patents (1976-2016). The task is: Predict the product of the given reaction. (1) Given the reactants Cl.Cl.[NH:3]1[CH2:8][CH2:7][CH2:6][C@@H:5]([N:9]2[C:13]3=[C:14]4[CH:20]=[CH:19][NH:18][C:15]4=[N:16][CH:17]=[C:12]3[NH:11][C:10]2=[O:21])[CH2:4]1.C(N(CC)CC)C.[N:29]([Si](C)(C)C)=[C:30]=[O:31], predict the reaction product. The product is: [O:21]=[C:10]1[N:9]([C@@H:5]2[CH2:6][CH2:7][CH2:8][N:3]([C:30]([NH2:29])=[O:31])[CH2:4]2)[C:13]2=[C:14]3[CH:20]=[CH:19][NH:18][C:15]3=[N:16][CH:17]=[C:12]2[NH:11]1. (2) Given the reactants [O:1]1[CH:6]=[CH:5][CH2:4][CH2:3][CH:2]1[C:7]1[C:8]([O:13][C:14]2[CH:19]=[CH:18][C:17]([NH:20][C:21]3[CH:26]=[CH:25][CH:24]=[CH:23][N:22]=3)=[CH:16][CH:15]=2)=[N:9][CH:10]=[CH:11][CH:12]=1, predict the reaction product. The product is: [O:1]1[CH2:6][CH2:5][CH2:4][CH2:3][CH:2]1[C:7]1[C:8]([O:13][C:14]2[CH:19]=[CH:18][C:17]([NH:20][C:21]3[CH:26]=[CH:25][CH:24]=[CH:23][N:22]=3)=[CH:16][CH:15]=2)=[N:9][CH:10]=[CH:11][CH:12]=1. (3) Given the reactants CS(O[C@H:6]1[CH2:11][CH2:10][C@@H:9]([C:12]2[CH:17]=[CH:16][C:15]([O:18][CH3:19])=[CH:14][CH:13]=2)[CH2:8][CH2:7]1)(=O)=O.[N-:20]=[N+]=[N-].[Na+], predict the reaction product. The product is: [CH3:19][O:18][C:15]1[CH:16]=[CH:17][C:12]([C@H:9]2[CH2:10][CH2:11][C@H:6]([NH2:20])[CH2:7][CH2:8]2)=[CH:13][CH:14]=1. (4) The product is: [F:1][C:2]([F:12])([C:5]([F:10])([F:11])[C:6]([F:7])([F:8])[F:9])[CH2:3][O:4][C:16]1[CH:21]=[CH:20][C:19]([N+:22]([O-:24])=[O:23])=[CH:18][CH:17]=1. Given the reactants [F:1][C:2]([F:12])([C:5]([F:11])([F:10])[C:6]([F:9])([F:8])[F:7])[CH2:3][OH:4].[H-].[Na+].F[C:16]1[CH:21]=[CH:20][C:19]([N+:22]([O-:24])=[O:23])=[CH:18][CH:17]=1, predict the reaction product. (5) The product is: [C:8]([O:7][C@@H:6]1[C@@H:11]([O:12][C:13](=[O:15])[CH3:14])[C@H:16]([O:17][C:18](=[O:20])[CH3:19])[C@@H:21]([CH2:23][O:24][C:25](=[O:27])[CH3:26])[O:22][C@@H:5]1[Br:28])(=[O:10])[CH3:9]. Given the reactants C(O[C@H:5]1[O:22][C@H:21]([CH2:23][O:24][C:25](=[O:27])[CH3:26])[C@@H:16]([O:17][C:18](=[O:20])[CH3:19])[C@H:11]([O:12][C:13](=[O:15])[CH3:14])[C@H:6]1[O:7][C:8](=[O:10])[CH3:9])(=O)C.[BrH:28].C(OCC)(=O)C.CCCCCC, predict the reaction product. (6) Given the reactants [CH3:1][C:2]1[CH:3]=[C:4]2[C:9](=[CH:10][CH:11]=1)[N:8]=[C:7]([C:12]1[CH:17]=[CH:16][N:15]=[CH:14][CH:13]=1)[CH:6]=[C:5]2[C:18](O)=[O:19].N1([C:26]([N:28]2[CH:32]=[CH:31][N:30]=[CH:29]2)=O)C=CN=C1.N1CCNCC1, predict the reaction product. The product is: [CH3:1][C:2]1[CH:3]=[C:4]2[C:9](=[CH:10][CH:11]=1)[N:8]=[C:7]([C:12]1[CH:17]=[CH:16][N:15]=[CH:14][CH:13]=1)[CH:6]=[C:5]2[C:18]([N:28]1[CH2:32][CH2:31][NH:30][CH2:29][CH2:26]1)=[O:19]. (7) Given the reactants [NH2:1][C:2]1[CH:10]=[C:9]([Br:11])[CH:8]=[C:7]([F:12])[C:3]=1[C:4]([OH:6])=[O:5].[C:13]([O-])([O-])=O.[Cs+].[Cs+].CI.O, predict the reaction product. The product is: [NH2:1][C:2]1[CH:10]=[C:9]([Br:11])[CH:8]=[C:7]([F:12])[C:3]=1[C:4]([O:6][CH3:13])=[O:5]. (8) The product is: [CH2:27]([N:34]1[CH2:35][CH2:36][N:37]([CH2:40][C:41]([N:43]([C:45]2[CH:46]=[CH:47][C:48]([NH:49]/[C:16](=[C:6]3\[C:5](=[O:26])[NH:4][C:12]4[C:7]\3=[CH:8][C:9]([N+:13]([O-:15])=[O:14])=[CH:10][CH:11]=4)/[C:17]3[CH:18]=[CH:19][CH:20]=[CH:21][CH:22]=3)=[CH:50][CH:51]=2)[CH3:44])=[O:42])[CH2:38][CH2:39]1)[C:28]1[CH:29]=[CH:30][CH:31]=[CH:32][CH:33]=1. Given the reactants C([N:4]1[C:12]2[C:7](=[CH:8][C:9]([N+:13]([O-:15])=[O:14])=[CH:10][CH:11]=2)[C:6](=[C:16](OCC)[C:17]2[CH:22]=[CH:21][CH:20]=[CH:19][CH:18]=2)[C:5]1=[O:26])(=O)C.[CH2:27]([N:34]1[CH2:39][CH2:38][N:37]([CH2:40][C:41]([N:43]([C:45]2[CH:51]=[CH:50][C:48]([NH2:49])=[CH:47][CH:46]=2)[CH3:44])=[O:42])[CH2:36][CH2:35]1)[C:28]1[CH:33]=[CH:32][CH:31]=[CH:30][CH:29]=1.[OH-].[Na+], predict the reaction product. (9) The product is: [CH2:16]1[C:17]2[C:13](=[C:12]([NH:11][C:2]3[C:3]4[CH:10]=[CH:9][NH:8][C:4]=4[N:5]=[CH:6][N:7]=3)[CH:20]=[CH:19][CH:18]=2)[CH2:14][CH2:15]1. Given the reactants Cl[C:2]1[C:3]2[CH:10]=[CH:9][NH:8][C:4]=2[N:5]=[CH:6][N:7]=1.[NH2:11][C:12]1[CH:20]=[CH:19][CH:18]=[C:17]2[C:13]=1[CH2:14][CH2:15][CH2:16]2, predict the reaction product. (10) The product is: [CH3:14][NH:15][C:8]1[CH:7]=[CH:6][C:3]([C:4]#[N:5])=[CH:2][C:9]=1[N+:10]([O-:12])=[O:11]. Given the reactants C[C:2]1[C:9]([N+:10]([O-:12])=[O:11])=[C:8](F)[CH:7]=[CH:6][C:3]=1[C:4]#[N:5].[CH3:14][NH2:15], predict the reaction product.